This data is from Catalyst prediction with 721,799 reactions and 888 catalyst types from USPTO. The task is: Predict which catalyst facilitates the given reaction. (1) Reactant: [CH3:1][O:2][CH2:3][CH2:4][CH2:5][NH:6][S:7]([CH2:10][C:11]1[CH:16]=[CH:15][CH:14]=[C:13]([N+:17]([O-])=O)[CH:12]=1)(=[O:9])=[O:8]. Product: [NH2:17][C:13]1[CH:12]=[C:11]([CH2:10][S:7]([NH:6][CH2:5][CH2:4][CH2:3][O:2][CH3:1])(=[O:9])=[O:8])[CH:16]=[CH:15][CH:14]=1. The catalyst class is: 227. (2) Reactant: [C:1]([O:5][C:6](=[O:21])[CH2:7][CH2:8][C:9]1[C:14]([CH3:15])=[CH:13][C:12]([C:16](=O)[NH2:17])=[CH:11][C:10]=1[CH2:19][CH3:20])([CH3:4])([CH3:3])[CH3:2].CCN(CC)CC.FC(F)(F)C(OC(=O)C(F)(F)F)=O. Product: [C:1]([O:5][C:6](=[O:21])[CH2:7][CH2:8][C:9]1[C:14]([CH3:15])=[CH:13][C:12]([C:16]#[N:17])=[CH:11][C:10]=1[CH2:19][CH3:20])([CH3:3])([CH3:4])[CH3:2]. The catalyst class is: 2. (3) Reactant: Cl[C:2]1[CH:3]=[CH:4][C:5]2[N:6]([C:8]([C:11]3[S:19][C:18]4[C:13](=[N:14][CH:15]=[CH:16][CH:17]=4)[CH:12]=3)=[CH:9][N:10]=2)[N:7]=1.CC1(C)C2C(=C(P(C3C=CC=CC=3)C3C=CC=CC=3)C=CC=2)OC2C(P(C3C=CC=CC=3)C3C=CC=CC=3)=CC=CC1=2.C(=O)([O-])[O-].[K+].[K+].[CH3:68][O:69][C:70]1[CH:71]=[C:72]([CH:74]=[CH:75][C:76]=1[O:77][CH3:78])[NH2:73]. Product: [CH3:68][O:69][C:70]1[CH:71]=[C:72]([NH:73][C:2]2[CH:3]=[CH:4][C:5]3[N:6]([C:8]([C:11]4[S:19][C:18]5[C:13](=[N:14][CH:15]=[CH:16][CH:17]=5)[CH:12]=4)=[CH:9][N:10]=3)[N:7]=2)[CH:74]=[CH:75][C:76]=1[O:77][CH3:78]. The catalyst class is: 160. (4) Reactant: [CH2:1]([N:3]([C:25](=[O:30])[C:26]([F:29])([F:28])[F:27])[CH:4]([CH3:24])[CH2:5][C:6]1[CH:23]=[CH:22][C:9]2[O:10][CH:11]([CH2:13][NH:14][C:15](=[O:21])[CH2:16][CH2:17][C:18]([OH:20])=[O:19])[O:12][C:8]=2[CH:7]=1)[CH3:2].O[N:32]1[C:36](=[O:37])[CH2:35][CH2:34][C:33]1=[O:38].C(N=C=NCCCN(C)C)C. Product: [O:38]=[C:33]1[CH2:34][CH2:35][C:36](=[O:37])[N:32]1[O:19][C:18](=[O:20])[CH2:17][CH2:16][C:15]([NH:14][CH2:13][CH:11]1[O:10][C:9]2[CH:22]=[CH:23][C:6]([CH2:5][CH:4]([N:3]([CH2:1][CH3:2])[C:25](=[O:30])[C:26]([F:28])([F:29])[F:27])[CH3:24])=[CH:7][C:8]=2[O:12]1)=[O:21]. The catalyst class is: 4. (5) Reactant: [NH2:1][CH2:2][CH:3]([C:5]1[CH:10]=[CH:9][CH:8]=[CH:7][CH:6]=1)[OH:4].[CH3:11][C:12]([O:15][C:16](O[C:16]([O:15][C:12]([CH3:14])([CH3:13])[CH3:11])=[O:17])=[O:17])([CH3:14])[CH3:13]. Product: [C:12]([O:15][C:16](=[O:17])[NH:1][CH2:2][CH:3]([OH:4])[C:5]1[CH:10]=[CH:9][CH:8]=[CH:7][CH:6]=1)([CH3:14])([CH3:13])[CH3:11]. The catalyst class is: 1. (6) Reactant: C[O:2][C:3]([C:5]1[C:6]([NH2:14])=[CH:7][CH:8]=[C:9]2[C:13]=1[NH:12][CH:11]=[CH:10]2)=[O:4].[OH-].[Na+]. Product: [NH2:14][C:6]1[C:5]([C:3]([OH:4])=[O:2])=[C:13]2[C:9]([CH:10]=[CH:11][NH:12]2)=[CH:8][CH:7]=1. The catalyst class is: 169. (7) Reactant: Cl[C:2]1[CH:7]=[C:6]([Cl:8])[N:5]=[C:4]([NH:9][C:10]2[CH:15]=[CH:14][C:13]([C:16]([F:19])([F:18])[F:17])=[CH:12][CH:11]=2)[N:3]=1.[N:20]1[C:29]2[C:24](=[CH:25][CH:26]=[CH:27][CH:28]=2)[C:23](B(O)O)=[CH:22][CH:21]=1.C([O-])([O-])=O.[K+].[K+]. Product: [Cl:8][C:6]1[CH:7]=[C:2]([C:23]2[C:24]3[C:29](=[CH:28][CH:27]=[CH:26][CH:25]=3)[N:20]=[CH:21][CH:22]=2)[N:3]=[C:4]([NH:9][C:10]2[CH:15]=[CH:14][C:13]([C:16]([F:19])([F:18])[F:17])=[CH:12][CH:11]=2)[N:5]=1. The catalyst class is: 70.